Dataset: Full USPTO retrosynthesis dataset with 1.9M reactions from patents (1976-2016). Task: Predict the reactants needed to synthesize the given product. Given the product [CH3:1][C:2]1[C:11]2[C:6](=[CH:7][CH:8]=[CH:9][CH:10]=2)[N:5]([C:12]2[CH:17]=[CH:16][CH:15]=[CH:14][CH:13]=2)[C:4](=[S:28])[CH:3]=1, predict the reactants needed to synthesize it. The reactants are: [CH3:1][C:2]1[C:11]2[C:6](=[CH:7][CH:8]=[CH:9][CH:10]=2)[N:5]([C:12]2[CH:17]=[CH:16][CH:15]=[CH:14][CH:13]=2)[C:4](=O)[CH:3]=1.COC1C=CC(P2(SP(C3C=CC(OC)=CC=3)(=S)S2)=[S:28])=CC=1.